The task is: Regression. Given two drug SMILES strings and cell line genomic features, predict the synergy score measuring deviation from expected non-interaction effect.. This data is from NCI-60 drug combinations with 297,098 pairs across 59 cell lines. Drug 1: CN(C)N=NC1=C(NC=N1)C(=O)N. Drug 2: C1=NC(=NC(=O)N1C2C(C(C(O2)CO)O)O)N. Cell line: 786-0. Synergy scores: CSS=4.74, Synergy_ZIP=0.595, Synergy_Bliss=3.09, Synergy_Loewe=0.740, Synergy_HSA=2.36.